This data is from Reaction yield outcomes from USPTO patents with 853,638 reactions. The task is: Predict the reaction yield, written as a fraction of the theoretical maximum amount of product (1.0 means a 100% yield; for example, 0.34 means a 34% yield). (1) The reactants are [CH3:1][Si:2]([CH3:19])([CH3:18])[CH2:3][CH2:4][O:5][CH2:6][N:7]1[C:11]2[CH:12]=[CH:13][CH:14]=[CH:15][C:10]=2[N:9]=[C:8]1[CH2:16][OH:17]. The catalyst is C(Cl)Cl.O=[Mn]=O. The product is [CH3:1][Si:2]([CH3:19])([CH3:18])[CH2:3][CH2:4][O:5][CH2:6][N:7]1[C:11]2[CH:12]=[CH:13][CH:14]=[CH:15][C:10]=2[N:9]=[C:8]1[CH:16]=[O:17]. The yield is 0.550. (2) The reactants are O=C1C2C(=CC=CC=2)C(=O)[N:3]1[CH2:12][CH2:13][CH2:14][O:15][C:16]1[CH:23]=[CH:22][C:19]([C:20]#[N:21])=[CH:18][CH:17]=1.O.NN.O. The catalyst is CO. The product is [NH2:3][CH2:12][CH2:13][CH2:14][O:15][C:16]1[CH:23]=[CH:22][C:19]([C:20]#[N:21])=[CH:18][CH:17]=1. The yield is 0.410. (3) The reactants are [N:1]([C:4]1[CH:11]=[CH:10][C:7]([C:8]#[N:9])=[C:6]([C:12]([F:15])([F:14])[F:13])[CH:5]=1)=[C:2]=[S:3].[C:16]([C:18]1([NH:23][C:24]2[CH:31]=[CH:30][C:27]([C:28]#[N:29])=[C:26]([F:32])[CH:25]=2)[CH2:22][CH2:21][CH2:20][CH2:19]1)#N.C[OH:34].O. The catalyst is CN(C=O)C. The product is [C:28]([C:27]1[CH:30]=[CH:31][C:24]([N:23]2[C:18]3([CH2:22][CH2:21][CH2:20][CH2:19]3)[C:16](=[O:34])[N:1]([C:4]3[CH:11]=[CH:10][C:7]([C:8]#[N:9])=[C:6]([C:12]([F:13])([F:15])[F:14])[CH:5]=3)[C:2]2=[S:3])=[CH:25][C:26]=1[F:32])#[N:29]. The yield is 0.0700. (4) The reactants are CC(OC([N:8]1[C:12]2[CH:13]=[C:14]([C:17]3[CH:18]=[CH:19][C:20]4[O:26][CH2:25][CH2:24][N:23](C(OC(C)(C)C)=O)[CH2:22][C:21]=4[CH:34]=3)[CH:15]=[CH:16][C:11]=2[N:10]=[C:9]1[CH3:35])=O)(C)C.C(OCC)C.[ClH:41]. The catalyst is CO.O1CCOCC1. The product is [ClH:41].[ClH:41].[CH3:35][C:9]1[NH:8][C:12]2[CH:13]=[C:14]([C:17]3[CH:18]=[CH:19][C:20]4[O:26][CH2:25][CH2:24][NH:23][CH2:22][C:21]=4[CH:34]=3)[CH:15]=[CH:16][C:11]=2[N:10]=1. The yield is 0.930. (5) The reactants are [N+:1]([C:4]1[CH:9]=[C:8]([N+:10]([O-])=O)[CH:7]=[CH:6][C:5]=1[CH2:13][C:14]([O:16][C:17]([CH3:20])([CH3:19])[CH3:18])=[O:15])([O-])=O.[H][H].ClCCl.CO. The catalyst is [Pd].CO. The product is [NH2:1][C:4]1[CH:9]=[C:8]([NH2:10])[CH:7]=[CH:6][C:5]=1[CH2:13][C:14]([O:16][C:17]([CH3:20])([CH3:19])[CH3:18])=[O:15]. The yield is 0.940.